From a dataset of Full USPTO retrosynthesis dataset with 1.9M reactions from patents (1976-2016). Predict the reactants needed to synthesize the given product. (1) Given the product [Cl:3][C:4]1[C:13]2[O:12][CH2:11][CH2:10][CH2:9][C:8]=2[CH:7]=[C:6]([C:14]([C@H:16]2[CH2:18][C@@H:17]2[C:19]([OH:21])=[O:20])=[O:15])[CH:5]=1, predict the reactants needed to synthesize it. The reactants are: [OH-].[Na+].[Cl:3][C:4]1[C:13]2[O:12][CH2:11][CH2:10][CH2:9][C:8]=2[CH:7]=[C:6]([C:14]([C@H:16]2[CH2:18][C@@H:17]2[C:19]([O:21]C)=[O:20])=[O:15])[CH:5]=1.Cl. (2) Given the product [F:1][C:2]1[CH:10]=[C:9]2[C:5]([C:6]([C:20]3[CH:21]=[CH:22][C:23]4[N:27]=[C:26]([CH:28]5[CH2:29][CH2:30][N:31]([C:34](=[O:35])[CH3:46])[CH2:32][CH2:33]5)[O:44][C:42]=4[CH:43]=3)=[CH:7][NH:8]2)=[CH:4][CH:3]=1, predict the reactants needed to synthesize it. The reactants are: [F:1][C:2]1[CH:10]=[C:9]2[C:5]([C:6]([C:20]3[CH:21]=[CH:22][C:23]4[N:27]=[C:26]([CH:28]5[CH2:33][CH2:32][N:31]([C:34](OC(C)(C)C)=[O:35])[CH2:30][CH2:29]5)NC=4C=3)=[CH:7][N:8]2S(C2C=CC=CC=2)(=O)=O)=[CH:4][CH:3]=1.[C:42](Cl)(=[O:44])[CH3:43].[CH2:46](Cl)Cl.